Task: Predict the product of the given reaction.. Dataset: Forward reaction prediction with 1.9M reactions from USPTO patents (1976-2016) (1) Given the reactants [N:1]([CH2:4][C:5]1[CH:14]=[C:13]2[C:8]([C:9]([C:17]3[CH:22]=[CH:21][CH:20]=[CH:19][CH:18]=3)=[CH:10][C:11]([C:15]#[N:16])=[N:12]2)=[CH:7][CH:6]=1)=[N+:2]=[N-:3].[N+:23]([C:26]1[CH:43]=[CH:42][C:29]([C:30]([O:32][C:33]([CH2:40][CH3:41])([C:36]([F:39])([F:38])[F:37])[C:34]#[CH:35])=[O:31])=[CH:28][CH:27]=1)([O-:25])=[O:24].C(N(C(C)C)CC)(C)C, predict the reaction product. The product is: [N+:23]([C:26]1[CH:27]=[CH:28][C:29]([C:30]([O:32][C@@:33]([C:34]2[N:3]=[N:2][N:1]([CH2:4][C:5]3[CH:14]=[C:13]4[C:8]([C:9]([C:17]5[CH:22]=[CH:21][CH:20]=[CH:19][CH:18]=5)=[CH:10][C:11]([C:15]#[N:16])=[N:12]4)=[CH:7][CH:6]=3)[CH:35]=2)([C:36]([F:37])([F:38])[F:39])[CH2:40][CH3:41])=[O:31])=[CH:42][CH:43]=1)([O-:25])=[O:24]. (2) Given the reactants [OH:1][CH:2]([C:19]1[O:20][C:21]([C:24]2[N:29]=[CH:28][C:27]([C:30]([O:32][CH3:33])=[O:31])=[CH:26][CH:25]=2)=[CH:22][N:23]=1)[CH2:3][CH2:4][C:5]1[CH:10]=[CH:9][C:8]([CH2:11][O:12][C:13]2[CH:18]=[CH:17][CH:16]=[CH:15][CH:14]=2)=[CH:7][CH:6]=1.CC(OI1(OC(C)=O)(OC(C)=O)OC(=O)C2C=CC=CC1=2)=O.C([O-])(O)=O.[Na+], predict the reaction product. The product is: [O:12]([CH2:11][C:8]1[CH:7]=[CH:6][C:5]([CH2:4][CH2:3][C:2]([C:19]2[O:20][C:21]([C:24]3[N:29]=[CH:28][C:27]([C:30]([O:32][CH3:33])=[O:31])=[CH:26][CH:25]=3)=[CH:22][N:23]=2)=[O:1])=[CH:10][CH:9]=1)[C:13]1[CH:18]=[CH:17][CH:16]=[CH:15][CH:14]=1.